From a dataset of CYP3A4 inhibition data for predicting drug metabolism from PubChem BioAssay. Regression/Classification. Given a drug SMILES string, predict its absorption, distribution, metabolism, or excretion properties. Task type varies by dataset: regression for continuous measurements (e.g., permeability, clearance, half-life) or binary classification for categorical outcomes (e.g., BBB penetration, CYP inhibition). Dataset: cyp3a4_veith. (1) The drug is COC(=O)[C@@]1(Cc2ccccc2)[C@H]2c3cc(C(=O)N(C)C)n(Cc4ccccn4)c3C[C@H]2CN1C(=O)c1ccccc1. The result is 1 (inhibitor). (2) The compound is CN(C)CCCNC(=O)c1cc2c3ccccc3n(C)c2s1. The result is 0 (non-inhibitor). (3) The result is 1 (inhibitor). The molecule is CCc1cccc(CC)c1NC(=O)/C(=C/c1ccccc1)c1ccccc1. (4) The molecule is Cn1cc(/C=C2/SC(=O)N(CC(=O)Nc3ccc4c(c3)OCO4)C2=O)c2ccccc21. The result is 1 (inhibitor). (5) The molecule is COc1ccc2[nH]cc(CCNc3ccnc(-c4c(C)noc4C)n3)c2c1. The result is 1 (inhibitor). (6) The molecule is CN1CCc2cc(Cl)c(O)cc2[C@@H](c2ccccc2)C1. The result is 0 (non-inhibitor).